This data is from Forward reaction prediction with 1.9M reactions from USPTO patents (1976-2016). The task is: Predict the product of the given reaction. (1) Given the reactants [CH3:1][O:2][C:3]1[CH:8]=[C:7]([O:9][CH3:10])[N:6]=[C:5]([N:11]2[CH2:18][CH:17]3[CH:13]([CH2:14][NH:15][CH2:16]3)[CH2:12]2)[N:4]=1.[N:19]1[CH:24]=[CH:23][CH:22]=[CH:21][C:20]=1[C:25]1[CH:33]=[CH:32][CH:31]=[CH:30][C:26]=1[C:27](O)=[O:28], predict the reaction product. The product is: [CH3:1][O:2][C:3]1[CH:8]=[C:7]([O:9][CH3:10])[N:6]=[C:5]([N:11]2[CH2:18][CH:17]3[CH:13]([CH2:14][N:15]([C:27]([C:26]4[CH:30]=[CH:31][CH:32]=[CH:33][C:25]=4[C:20]4[CH:21]=[CH:22][CH:23]=[CH:24][N:19]=4)=[O:28])[CH2:16]3)[CH2:12]2)[N:4]=1. (2) Given the reactants [O:1]1[C:7]2[CH:8]=[C:9]([C:12]([O:14][CH3:15])=[O:13])[CH:10]=[CH:11][C:6]=2[CH2:5][NH:4][CH2:3][CH2:2]1.CC1(C)[C:23]2[C:18](=[C:19](P([C:18]3[CH:23]=[CH:22][CH:21]=[CH:20][CH:19]=3)[C:18]3[CH:23]=[CH:22][CH:21]=[CH:20][CH:19]=3)[CH:20]=[CH:21][CH:22]=2)O[C:19]2[C:20](P([C:18]3[CH:23]=[CH:22][CH:21]=[CH:20][CH:19]=3)[C:18]3[CH:23]=[CH:22][CH:21]=[CH:20][CH:19]=3)=[CH:21][CH:22]=[CH:23][C:18]1=2.C([O-])([O-])=O.[Cs+].[Cs+].BrC1C=CC=CC=1, predict the reaction product. The product is: [C:18]1([N:4]2[CH2:5][C:6]3[CH:11]=[CH:10][C:9]([C:12]([O:14][CH3:15])=[O:13])=[CH:8][C:7]=3[O:1][CH2:2][CH2:3]2)[CH:23]=[CH:22][CH:21]=[CH:20][CH:19]=1. (3) Given the reactants Cl[C:2]1[CH:11]=[CH:10][N:9]=[C:8]2[C:3]=1[CH:4]=[CH:5][C:6]([CH2:12][CH2:13][CH3:14])=[N:7]2.[CH3:15][C:16]1[CH:17]=[CH:18][C:19]([S:23][C:24]2[CH:29]=[CH:28][CH:27]=[CH:26][CH:25]=2)=[C:20]([NH2:22])[CH:21]=1, predict the reaction product. The product is: [CH3:15][C:16]1[CH:17]=[CH:18][C:19]([S:23][C:24]2[CH:25]=[CH:26][CH:27]=[CH:28][CH:29]=2)=[C:20]([NH:22][C:2]2[C:3]3[C:8](=[N:7][C:6]([CH2:12][CH2:13][CH3:14])=[CH:5][CH:4]=3)[N:9]=[CH:10][CH:11]=2)[CH:21]=1.